Task: Predict the product of the given reaction.. Dataset: Forward reaction prediction with 1.9M reactions from USPTO patents (1976-2016) (1) Given the reactants [CH3:1][O:2][CH2:3][CH:4]([CH3:31])[O:5][C:6]1[CH:7]=[C:8]([O:20][C:21]2[CH:26]=[CH:25][C:24]([S:27]([CH3:30])(=[O:29])=[O:28])=[CH:23][CH:22]=2)[CH:9]=[C:10]2[C:14]=1[NH:13][C:12]([C:15]([O:17]CC)=[O:16])=[CH:11]2.O1CCCC1.[OH-].[Na+], predict the reaction product. The product is: [CH3:1][O:2][CH2:3][CH:4]([CH3:31])[O:5][C:6]1[CH:7]=[C:8]([O:20][C:21]2[CH:26]=[CH:25][C:24]([S:27]([CH3:30])(=[O:29])=[O:28])=[CH:23][CH:22]=2)[CH:9]=[C:10]2[C:14]=1[NH:13][C:12]([C:15]([OH:17])=[O:16])=[CH:11]2. (2) Given the reactants [N+:1]([C:4]1[CH:5]=[C:6]([OH:10])[CH:7]=[CH:8][CH:9]=1)([O-:3])=[O:2].Br[CH2:12][CH2:13][OH:14].C([O-])([O-])=O.[K+].[K+], predict the reaction product. The product is: [N+:1]([C:4]1[CH:5]=[C:6]([CH:7]=[CH:8][CH:9]=1)[O:10][CH2:12][CH2:13][OH:14])([O-:3])=[O:2]. (3) The product is: [C:47]1([CH:53]2[CH2:57][CH2:56][CH2:55][N:54]2[C:29]2[N:34]=[CH:33][N:32]=[C:31]([NH:35][C:36]3[CH:37]=[C:38]([CH2:42][S:43]([NH2:46])(=[O:45])=[O:44])[CH:39]=[CH:40][CH:41]=3)[N:30]=2)[CH:52]=[CH:51][CH:50]=[CH:49][CH:48]=1. Given the reactants COCC1CCCCN1C1N=CN=C(NC2C=C(CS(N)(=O)=O)C=CC=2)N=1.Cl[C:29]1[N:34]=[CH:33][N:32]=[C:31]([NH:35][C:36]2[CH:37]=[C:38]([CH2:42][S:43]([NH2:46])(=[O:45])=[O:44])[CH:39]=[CH:40][CH:41]=2)[N:30]=1.[C:47]1([CH:53]2[CH2:57][CH2:56][CH2:55][NH:54]2)[CH:52]=[CH:51][CH:50]=[CH:49][CH:48]=1, predict the reaction product. (4) The product is: [CH2:16]([O:23][C:24]([NH:26][NH:27][C:12]([C:7]1[S:8][C:9]([CH3:11])=[C:10]2[C:6]=1[CH2:5][CH:4]1[C:2]([CH3:1])([CH3:15])[CH:3]12)=[O:14])=[O:25])[C:17]1[CH:22]=[CH:21][CH:20]=[CH:19][CH:18]=1. Given the reactants [CH3:1][C:2]1([CH3:15])[C@@H:4]2[CH2:5][C:6]3[C:10]([C@H:3]12)=[C:9]([CH3:11])[S:8][C:7]=3[C:12]([OH:14])=O.[CH2:16]([O:23][C:24]([NH:26][NH2:27])=[O:25])[C:17]1[CH:22]=[CH:21][CH:20]=[CH:19][CH:18]=1.CCN(C(C)C)C(C)C.CN(C(ON1N=NC2C=CC=CC1=2)=[N+](C)C)C.[B-](F)(F)(F)F, predict the reaction product. (5) The product is: [Br:21][C:9]1[C:10]([O:14][CH3:15])=[C:11]([O:12][CH3:13])[C:3]([O:2][CH3:1])=[C:4]([CH:8]=1)[C:5]([OH:7])=[O:6]. Given the reactants [CH3:1][O:2][C:3]1[C:11]([O:12][CH3:13])=[C:10]([O:14][CH3:15])[CH:9]=[CH:8][C:4]=1[C:5]([OH:7])=[O:6].CC([O-])=O.[Na+].[Br:21]Br, predict the reaction product. (6) The product is: [CH2:33]([C:23]1[N:22]([C:19]2[CH:18]=[CH:17][C:16]([CH2:15][CH2:14][NH:13][C:11]([NH:10][S:7]([C:4]3[CH:5]=[CH:6][C:1]4[C:2](=[CH:38][CH:37]=[CH:36][CH:35]=4)[CH:3]=3)(=[O:8])=[O:9])=[O:12])=[CH:21][CH:20]=2)[C:26]2=[N:27][C:28]([CH3:32])=[CH:29][C:30]([CH3:31])=[C:25]2[N:24]=1)[CH3:34]. Given the reactants [C:1]1([C:35]2C=C[CH:38]=[CH:37][CH:36]=2)[CH:6]=[CH:5][C:4]([S:7]([NH:10][C:11]([NH:13][CH2:14][CH2:15][C:16]2[CH:21]=[CH:20][C:19]([N:22]3[C:26]4=[N:27][C:28]([CH3:32])=[CH:29][C:30]([CH3:31])=[C:25]4[N:24]=[C:23]3[CH2:33][CH3:34])=[CH:18][CH:17]=2)=[O:12])(=[O:9])=[O:8])=[CH:3][CH:2]=1.C1C2C(=CC=CC=2)C=CC=1S(N)(=O)=O, predict the reaction product.